From a dataset of Full USPTO retrosynthesis dataset with 1.9M reactions from patents (1976-2016). Predict the reactants needed to synthesize the given product. (1) Given the product [NH2:7][C:8]1[CH:13]=[CH:12][C:11]([S:14][C:15]2[CH:20]=[CH:19][C:18]([S:21]([NH:22][C:23]3[CH:28]=[CH:27][C:26]([Br:29])=[CH:25][CH:24]=3)(=[O:30])=[O:31])=[CH:17][C:16]=2[NH:32][C:33]2[C:34]3[CH:42]=[CH:41][C:40]([CH:43]([CH3:45])[CH3:44])=[N:39][C:35]=3[N:36]=[CH:37][N:38]=2)=[CH:10][CH:9]=1.[F:47][C:48]([F:53])([F:52])[C:49]([OH:51])=[O:50], predict the reactants needed to synthesize it. The reactants are: C(OC(=O)[NH:7][C:8]1[CH:13]=[CH:12][C:11]([S:14][C:15]2[CH:20]=[CH:19][C:18]([S:21](=[O:31])(=[O:30])[NH:22][C:23]3[CH:28]=[CH:27][C:26]([Br:29])=[CH:25][CH:24]=3)=[CH:17][C:16]=2[NH:32][C:33]2[C:34]3[CH:42]=[CH:41][C:40]([CH:43]([CH3:45])[CH3:44])=[N:39][C:35]=3[N:36]=[CH:37][N:38]=2)=[CH:10][CH:9]=1)(C)(C)C.[F:47][C:48]([F:53])([F:52])[C:49]([OH:51])=[O:50]. (2) Given the product [CH3:22][S:21][C:20](=[O:24])[NH:10][CH2:9][C:4]1[C:3]([Cl:2])=[N:8][CH:7]=[CH:6][N:5]=1, predict the reactants needed to synthesize it. The reactants are: Cl.[Cl:2][C:3]1[C:4]([CH2:9][NH2:10])=[N:5][CH:6]=[CH:7][N:8]=1.C(N(CC)C(C)C)(C)C.[C:20](=[O:24])(Cl)[S:21][CH3:22].